Predict the reactants needed to synthesize the given product. From a dataset of Full USPTO retrosynthesis dataset with 1.9M reactions from patents (1976-2016). Given the product [Cl:1][C:2]1[CH:3]=[CH:4][C:5]([NH:12][C:13]2[CH:14]=[C:15]3[C:19](=[CH:20][CH:21]=2)[N:18]([C:22]2[CH:27]=[CH:26][N:25]=[C:24]([S:28]([CH3:29])=[O:38])[N:23]=2)[CH:17]=[CH:16]3)=[C:6]([CH:11]=1)[C:7]([O:9][CH3:10])=[O:8], predict the reactants needed to synthesize it. The reactants are: [Cl:1][C:2]1[CH:3]=[CH:4][C:5]([NH:12][C:13]2[CH:14]=[C:15]3[C:19](=[CH:20][CH:21]=2)[N:18]([C:22]2[CH:27]=[CH:26][N:25]=[C:24]([S:28][CH3:29])[N:23]=2)[CH:17]=[CH:16]3)=[C:6]([CH:11]=1)[C:7]([O:9][CH3:10])=[O:8].ClC1C=CC=C(C(OO)=[O:38])C=1.C(=O)(O)[O-].[Na+].S([O-])([O-])=O.[Na+].[Na+].